Dataset: Peptide-MHC class I binding affinity with 185,985 pairs from IEDB/IMGT. Task: Regression. Given a peptide amino acid sequence and an MHC pseudo amino acid sequence, predict their binding affinity value. This is MHC class I binding data. (1) The peptide sequence is IAAGRIGLGI. The MHC is H-2-Db with pseudo-sequence H-2-Db. The binding affinity (normalized) is 0. (2) The peptide sequence is KSYCQPLPE. The MHC is HLA-A26:03 with pseudo-sequence HLA-A26:03. The binding affinity (normalized) is 0.0847.